From a dataset of Catalyst prediction with 721,799 reactions and 888 catalyst types from USPTO. Predict which catalyst facilitates the given reaction. (1) The catalyst class is: 43. Reactant: [F:1][C:2]([F:25])([F:24])[C:3]1[CH:4]=[C:5]([NH:9][C:10]([C:12]2[CH:13]=[C:14]3[C:19](=[CH:20][CH:21]=2)[C:18]([OH:22])=[N:17][N:16]=[C:15]3Cl)=[O:11])[CH:6]=[CH:7][CH:8]=1. Product: [F:25][C:2]([F:1])([F:24])[C:3]1[CH:4]=[C:5]([NH:9][C:10]([C:12]2[CH:13]=[C:14]3[C:19](=[CH:20][CH:21]=2)[C:18]([OH:22])=[N:17][N:16]=[CH:15]3)=[O:11])[CH:6]=[CH:7][CH:8]=1. (2) Reactant: B(Br)(Br)Br.C[O:6][C:7]1[CH:8]=[CH:9][C:10]2[C:11]3[CH:12]=[C:13]4[CH:24]=[CH:23][C:22]([O:25]C)=[CH:21][C:14]4=[C:15]([Cl:20])[C:16]=3[CH2:17][C:18]=2[CH:19]=1.C([O-])(O)=O.[Na+]. Product: [OH:6][C:7]1[CH:8]=[CH:9][C:10]2[C:11]3[CH:12]=[C:13]4[CH:24]=[CH:23][C:22]([OH:25])=[CH:21][C:14]4=[C:15]([Cl:20])[C:16]=3[CH2:17][C:18]=2[CH:19]=1. The catalyst class is: 2.